Dataset: Forward reaction prediction with 1.9M reactions from USPTO patents (1976-2016). Task: Predict the product of the given reaction. (1) Given the reactants [NH2:1][C:2]1[N:7]=[CH:6][C:5]2[NH:8][C:9](=[O:18])[N:10]([C@H:11]3[CH2:16][CH2:15][CH2:14][CH2:13][C@H:12]3[CH3:17])[C:4]=2[C:3]=1[NH2:19].[CH2:20](OC(OCC)OCC)C, predict the reaction product. The product is: [CH3:17][C@@H:12]1[CH2:13][CH2:14][CH2:15][CH2:16][C@@H:11]1[N:10]1[C:4]2=[C:3]3[N:19]=[CH:20][NH:1][C:2]3=[N:7][CH:6]=[C:5]2[NH:8][C:9]1=[O:18]. (2) Given the reactants [CH3:1][N:2]([CH2:9][CH2:10][O:11][C:12]1[CH:19]=[CH:18][C:15]([CH:16]=O)=[CH:14][CH:13]=1)[C:3]1[CH:8]=[CH:7][CH:6]=[CH:5][N:4]=1.[S:20]1[CH2:24][C:23](=[O:25])[NH:22][C:21]1=[O:26], predict the reaction product. The product is: [CH3:1][N:2]([CH2:9][CH2:10][O:11][C:12]1[CH:19]=[CH:18][C:15]([CH:16]=[C:24]2[S:20][C:21](=[O:26])[NH:22][C:23]2=[O:25])=[CH:14][CH:13]=1)[C:3]1[CH:8]=[CH:7][CH:6]=[CH:5][N:4]=1. (3) Given the reactants [Cl:1][C:2]1[CH:3]=[CH:4][CH:5]=[C:6]2[C:10]=1[C:9](=[O:11])[C:8]([CH3:13])([CH3:12])[CH:7]2[OH:14].N1C=CC=CC=1.[C:21](OC(=O)C)(=[O:23])[CH3:22].[BH4-].[Na+], predict the reaction product. The product is: [Cl:1][C:2]1[CH:3]=[CH:4][CH:5]=[C:6]2[C:10]=1[CH:9]([OH:11])[C:8]([CH3:12])([CH3:13])[CH:7]2[O:14][C:21](=[O:23])[CH3:22]. (4) Given the reactants Cl[C:2]([O:4][CH3:5])=[O:3].[NH2:6][C:7]1[CH:37]=[CH:36][C:10]2[N:11]=[C:12]([NH:14][C:15]3[CH:20]=[C:19]([CH2:21][C:22]4[CH:27]=[CH:26][CH:25]=[CH:24][CH:23]=4)[N:18]=[C:17]([NH:28][C@H:29]4[CH2:34][CH2:33][C@H:32]([OH:35])[CH2:31][CH2:30]4)[N:16]=3)[S:13][C:9]=2[CH:8]=1.C(N(C(C)C)C(C)C)C, predict the reaction product. The product is: [OH:35][C@H:32]1[CH2:33][CH2:34][C@H:29]([NH:28][C:17]2[N:16]=[C:15]([NH:14][C:12]3[S:13][C:9]4[CH:8]=[C:7]([NH:6][C:2](=[O:3])[O:4][CH3:5])[CH:37]=[CH:36][C:10]=4[N:11]=3)[CH:20]=[C:19]([CH2:21][C:22]3[CH:23]=[CH:24][CH:25]=[CH:26][CH:27]=3)[N:18]=2)[CH2:30][CH2:31]1. (5) Given the reactants [Cl:1][C:2]1[CH:3]=[C:4]([NH2:15])[C:5]([O:8][C:9]2[CH:14]=[CH:13][CH:12]=[CH:11][CH:10]=2)=[N:6][CH:7]=1.[Cl:16][C:17]1[CH:22]=[CH:21][C:20]([S:23](Cl)(=[O:25])=[O:24])=[CH:19][C:18]=1[C:27]([F:30])([F:29])[F:28], predict the reaction product. The product is: [Cl:16][C:17]1[CH:22]=[CH:21][C:20]([S:23]([NH:15][C:4]2[C:5]([O:8][C:9]3[CH:14]=[CH:13][CH:12]=[CH:11][CH:10]=3)=[N:6][CH:7]=[C:2]([Cl:1])[CH:3]=2)(=[O:24])=[O:25])=[CH:19][C:18]=1[C:27]([F:30])([F:28])[F:29]. (6) Given the reactants [CH3:1][O:2][CH2:3][C:4]1[CH:9]=[CH:8][CH:7]=[CH:6][C:5]=1[N+:10]([O-])=O, predict the reaction product. The product is: [CH3:1][O:2][CH2:3][C:4]1[CH:9]=[CH:8][CH:7]=[CH:6][C:5]=1[NH2:10]. (7) Given the reactants [CH2:1]([NH:3][CH:4]1[CH2:9][CH2:8][CH2:7][CH2:6][CH2:5]1)[CH3:2].C=O.[CH3:12]CCCC=C, predict the reaction product. The product is: [CH3:12][N:3]([CH:4]1[CH2:9][CH2:8][CH2:7][CH2:6][CH2:5]1)[CH2:1][CH3:2]. (8) The product is: [NH2:1][C:2]1[C:7]2=[C:8]([C:32]3[CH:33]=[CH:34][C:35]4[C:30]([CH:31]=3)=[N:29][N:28]([CH2:21][C:22]3[CH:27]=[CH:26][CH:25]=[CH:24][CH:23]=3)[CH:36]=4)[CH:9]=[C:10]([C:11]3[CH:16]=[CH:15][C:14]([OH:17])=[C:13]([O:18][CH3:19])[CH:12]=3)[N:6]2[N:5]=[CH:4][N:3]=1. Given the reactants [NH2:1][C:2]1[C:7]2=[C:8](Br)[CH:9]=[C:10]([C:11]3[CH:16]=[CH:15][C:14]([OH:17])=[C:13]([O:18][CH3:19])[CH:12]=3)[N:6]2[N:5]=[CH:4][N:3]=1.[CH2:21]([N:28]1[CH:36]=[C:35]2[C:30]([CH:31]=[C:32](B3OC(C)(C)C(C)(C)O3)[CH:33]=[CH:34]2)=[N:29]1)[C:22]1[CH:27]=[CH:26][CH:25]=[CH:24][CH:23]=1, predict the reaction product. (9) Given the reactants [CH3:1][O:2][C:3]1[CH:4]=[C:5]2[C:10](=[CH:11][C:12]=1[CH2:13][NH:14][C@H:15]1[CH2:20][CH2:19][CH2:18][NH:17][C@H:16]1[C:21]1[CH:26]=[CH:25][CH:24]=[CH:23][CH:22]=1)[N:9]([CH3:27])[C:8](=[O:28])[CH2:7][CH2:6]2.[CH3:29][C:30]1[N:31]=[CH:32][NH:33][C:34]=1[CH:35]=O.C([BH3-])#N.[Na+], predict the reaction product. The product is: [CH3:1][O:2][C:3]1[CH:4]=[C:5]2[C:10](=[CH:11][C:12]=1[CH2:13][NH:14][C@H:15]1[CH2:20][CH2:19][CH2:18][N:17]([CH2:29][C:30]3[NH:31][CH:32]=[N:33][C:34]=3[CH3:35])[C@H:16]1[C:21]1[CH:26]=[CH:25][CH:24]=[CH:23][CH:22]=1)[N:9]([CH3:27])[C:8](=[O:28])[CH2:7][CH2:6]2. (10) Given the reactants Br[C:2]1[CH:11]=[N:10][CH:9]=[C:8]2[C:3]=1[CH:4]=[C:5]([C:12]([NH2:14])=[O:13])[CH:6]=[N:7]2.[F:15][C:16]([F:28])([F:27])[O:17][C:18]1[CH:23]=[CH:22][C:21](B(O)O)=[CH:20][CH:19]=1.C(=O)([O-])[O-].[Cs+].[Cs+], predict the reaction product. The product is: [F:15][C:16]([F:27])([F:28])[O:17][C:18]1[CH:23]=[CH:22][C:21]([C:2]2[CH:11]=[N:10][CH:9]=[C:8]3[C:3]=2[CH:4]=[C:5]([C:12]([NH2:14])=[O:13])[CH:6]=[N:7]3)=[CH:20][CH:19]=1.